From a dataset of Forward reaction prediction with 1.9M reactions from USPTO patents (1976-2016). Predict the product of the given reaction. (1) Given the reactants [Cl:1][C:2]1[CH:7]=[C:6]([O:8][C:9]2[CH:16]=[N:15][CH:14]=[CH:13][C:10]=2[C:11]#[N:12])[CH:5]=[CH:4][N:3]=1.[NH2:17][C:18]1[S:19][CH:20]=[C:21]([CH:23]2[CH2:28][CH2:27][N:26]([C:29](=[O:31])[CH3:30])[CH2:25][CH2:24]2)[N:22]=1.P([O-])([O-])([O-])=O.[K+].[K+].[K+].CC1(C)C2C=CC=C(P(C3C=CC=CC=3)C3C=CC=CC=3)C=2OC2C1=CC=CC=2P(C1C=CC=CC=1)C1C=CC=CC=1, predict the reaction product. The product is: [ClH:1].[C:29]([N:26]1[CH2:27][CH2:28][CH:23]([C:21]2[N:22]=[C:18]([NH:17][C:2]3[CH:7]=[C:6]([O:8][C:9]4[CH:16]=[N:15][CH:14]=[CH:13][C:10]=4[C:11]#[N:12])[CH:5]=[CH:4][N:3]=3)[S:19][CH:20]=2)[CH2:24][CH2:25]1)(=[O:31])[CH3:30]. (2) The product is: [C:1]([NH:5][S:6]([C:9]1[CH:10]=[N:11][CH:12]=[C:13]([C:15]2[C:24]3[C:19](=[C:20]([C:25]4[CH:30]=[CH:29][CH:28]=[CH:27][CH:26]=4)[CH:21]=[CH:22][CH:23]=3)[C:18]([NH:31][CH2:32][C:33]3[CH:38]=[CH:37][CH:36]=[CH:35][N:34]=3)=[N:17][CH:16]=2)[CH:14]=1)(=[O:7])=[O:8])([CH3:4])([CH3:2])[CH3:3]. Given the reactants [C:1]([NH:5][S:6]([C:9]1[CH:10]=[N:11][CH:12]=[C:13]([C:15]2[C:24]3[C:19](=[C:20]([C:25]4[CH:30]=[CH:29][CH:28]=[CH:27][CH:26]=4)[CH:21]=[CH:22][CH:23]=3)[C:18]([NH:31][CH2:32][C:33]3[CH:38]=[CH:37][CH:36]=[CH:35][N:34]=3)=[N:17][C:16]=2Cl)[CH:14]=1)(=[O:8])=[O:7])([CH3:4])([CH3:3])[CH3:2].[H][H], predict the reaction product. (3) Given the reactants [CH:1]1[C:10]2[C:5](=[CH:6][CH:7]=[CH:8][CH:9]=2)[CH:4]=[CH:3][C:2]=1[CH2:11][C:12]#[N:13].Br[CH:15]([CH3:17])[CH3:16].[OH-].[K+], predict the reaction product. The product is: [CH3:16][CH:15]([CH3:17])[CH:11]([C:2]1[CH:3]=[CH:4][C:5]2[C:10](=[CH:9][CH:8]=[CH:7][CH:6]=2)[CH:1]=1)[C:12]#[N:13]. (4) Given the reactants ClC1C=CC(CN2CCC(NC3C=CC(C#N)=CC=3)CC2)=CC=1OCC.C(OC([N:34]1[CH2:39][CH2:38][CH:37]([N:40](C(OC(C)(C)C)=O)[C:41]2[CH:46]=[CH:45][C:44]([O:47][CH2:48][CH:49]3[CH2:53][O:52]C(C)(C)[O:50]3)=[CH:43][N:42]=2)[CH2:36][CH2:35]1)=O)(C)(C)C.Cl, predict the reaction product. The product is: [NH:34]1[CH2:35][CH2:36][CH:37]([NH:40][C:41]2[N:42]=[CH:43][C:44]([O:47][CH2:48][CH:49]([OH:50])[CH2:53][OH:52])=[CH:45][CH:46]=2)[CH2:38][CH2:39]1. (5) Given the reactants [CH2:1]([O:3][C:4](=[O:29])[NH:5][C:6]1[CH:11]=[CH:10][CH:9]=[C:8]([C:12]([C:15]2[C:20](=[O:21])[CH:19]=[CH:18][N:17]([C:22]3[CH:27]=[CH:26][C:25](Cl)=[CH:24][CH:23]=3)[N:16]=2)([OH:14])[CH3:13])[CH:7]=1)[CH3:2].CC(N(C)C)=O, predict the reaction product. The product is: [OH:14][C:12]([C:8]1[CH:7]=[C:6]([NH:5][C:4](=[O:29])[O:3][CH2:1][CH3:2])[CH:11]=[CH:10][CH:9]=1)([C:15]1[C:20](=[O:21])[CH:19]=[CH:18][N:17]([C:22]2[CH:27]=[CH:26][CH:25]=[CH:24][CH:23]=2)[N:16]=1)[CH3:13].